Predict the reaction yield, written as a fraction of the theoretical maximum amount of product (1.0 means a 100% yield; for example, 0.34 means a 34% yield). From a dataset of Reaction yield outcomes from USPTO patents with 853,638 reactions. The reactants are Cl[C:2]1[N:3]=[N:4][C:5]([C:8]#[C:9][C:10]2[CH:15]=[CH:14][CH:13]=[CH:12][CH:11]=2)=[CH:6][CH:7]=1.Cl.[NH2:17][CH2:18][CH2:19][C:20]([CH3:23])([OH:22])[CH3:21].C(N(CC)CC)C. The catalyst is N1C=CC=CC=1. The product is [CH3:21][C:20]([OH:22])([CH2:19][CH2:18][NH:17][C:2]1[N:3]=[N:4][C:5]([C:8]#[C:9][C:10]2[CH:15]=[CH:14][CH:13]=[CH:12][CH:11]=2)=[CH:6][CH:7]=1)[CH3:23]. The yield is 0.270.